This data is from Reaction yield outcomes from USPTO patents with 853,638 reactions. The task is: Predict the reaction yield, written as a fraction of the theoretical maximum amount of product (1.0 means a 100% yield; for example, 0.34 means a 34% yield). (1) The catalyst is Cl. The reactants are [F:1][C:2]1[CH:20]=[C:19]([F:21])[CH:18]=[CH:17][C:3]=1[O:4][C:5]1[N:10]=[CH:9][C:8]2[CH:11]=[N:12][N:13](C(=O)C)[C:7]=2[CH:6]=1.C([O-])(O)=O.[Na+]. The yield is 0.950. The product is [F:1][C:2]1[CH:20]=[C:19]([F:21])[CH:18]=[CH:17][C:3]=1[O:4][C:5]1[N:10]=[CH:9][C:8]2[CH:11]=[N:12][NH:13][C:7]=2[CH:6]=1. (2) The reactants are CON(C)[C:4]([C:6]1[C:11](=[O:12])[C:10]([CH3:13])=[CH:9][N:8]([C:14]2[CH:19]=[CH:18][CH:17]=[C:16]([C:20]([F:23])([F:22])[F:21])[CH:15]=2)[N:7]=1)=[O:5].[CH3:25][Mg]Br. The catalyst is C1COCC1. The product is [C:4]([C:6]1[C:11](=[O:12])[C:10]([CH3:13])=[CH:9][N:8]([C:14]2[CH:19]=[CH:18][CH:17]=[C:16]([C:20]([F:21])([F:22])[F:23])[CH:15]=2)[N:7]=1)(=[O:5])[CH3:25]. The yield is 0.980. (3) The reactants are C1(OC([N:10]2[CH2:15][CH2:14][C:13]([C:19]3[CH:24]=[CH:23][CH:22]=[C:21]([O:25]C(C)C)[CH:20]=3)([CH2:16][CH2:17][CH3:18])[CH2:12][CH2:11]2)=O)C=CC=CC=1.Br.C(O)(=O)C. The catalyst is O. The product is [OH:25][C:21]1[CH:20]=[C:19]([C:13]2([CH2:16][CH2:17][CH3:18])[CH2:14][CH2:15][NH:10][CH2:11][CH2:12]2)[CH:24]=[CH:23][CH:22]=1. The yield is 0.480. (4) The reactants are Cl[C:2]1[C:11]2[C:6](=[CH:7][CH:8]=[CH:9][CH:10]=2)[N:5]=[C:4]([C:12]([F:21])([F:20])[C:13]2[CH:18]=[CH:17][C:16]([F:19])=[CH:15][N:14]=2)[N:3]=1.C1(P(C2C=CC=CC=2)C2C3OC4C(=CC=CC=4P(C4C=CC=CC=4)C4C=CC=CC=4)C(C)(C)C=3C=CC=2)C=CC=CC=1.[CH3:64][C:65]1[S:69][C:68]([NH2:70])=[N:67][CH:66]=1.C([O-])([O-])=O.[Na+].[Na+]. The catalyst is C1(C)C=CC=CC=1. The product is [F:20][C:12]([F:21])([C:13]1[CH:18]=[CH:17][C:16]([F:19])=[CH:15][N:14]=1)[C:4]1[N:3]=[C:2]([NH:70][C:68]2[S:69][C:65]([CH3:64])=[CH:66][N:67]=2)[C:11]2[C:6](=[CH:7][CH:8]=[CH:9][CH:10]=2)[N:5]=1. The yield is 0.0500. (5) The reactants are [CH2:1]([O:8][C:9]1[C:14]([CH:15]([CH3:17])[CH3:16])=[C:13](Br)[C:12]([CH2:19][CH:20]2[CH2:22][CH2:21]2)=[C:11]([CH3:23])[N:10]=1)[C:2]1[CH:7]=[CH:6][CH:5]=[CH:4][CH:3]=1.[C:24]([C:26]1[CH:27]=[C:28]([SH:33])[CH:29]=[C:30]([CH3:32])[CH:31]=1)#[N:25].C(=O)([O-])[O-].[Cs+].[Cs+]. The catalyst is CN(C=O)C.[Cu](I)I. The product is [CH2:1]([O:8][C:9]1[C:14]([CH:15]([CH3:17])[CH3:16])=[C:13]([S:33][C:28]2[CH:27]=[C:26]([CH:31]=[C:30]([CH3:32])[CH:29]=2)[C:24]#[N:25])[C:12]([CH2:19][CH:20]2[CH2:22][CH2:21]2)=[C:11]([CH3:23])[N:10]=1)[C:2]1[CH:7]=[CH:6][CH:5]=[CH:4][CH:3]=1. The yield is 0.450. (6) The reactants are [Br:1][C:2]1[CH:3]=[C:4]2[C:9](=[CH:10][CH:11]=1)[CH:8]=[C:7]([OH:12])[CH:6]=[CH:5]2.N1C=CN=C1.[Si:18](Cl)([C:21]([CH3:24])([CH3:23])[CH3:22])([CH3:20])[CH3:19]. The catalyst is CN(C)C=O. The product is [Br:1][C:2]1[CH:3]=[C:4]2[C:9](=[CH:10][CH:11]=1)[CH:8]=[C:7]([O:12][Si:18]([C:21]([CH3:24])([CH3:23])[CH3:22])([CH3:20])[CH3:19])[CH:6]=[CH:5]2. The yield is 0.980. (7) The reactants are Cl.[NH:2]1[C:6]2[CH:7]=[CH:8][C:9]([C:11]([N:13]3[CH2:16][C:15]4([CH2:21][CH2:20][NH:19][CH2:18][CH2:17]4)[CH2:14]3)=[O:12])=[CH:10][C:5]=2[N:4]=[N:3]1.C(N(CC)C(C)C)(C)C.[Cl:31][C:32]1[CH:33]=[C:34]2[C:38](=[CH:39][CH:40]=1)[CH2:37][N:36]([C:41](Cl)=[O:42])[CH2:35]2. The yield is 0.630. The product is [NH:2]1[C:6]2[CH:7]=[CH:8][C:9]([C:11]([N:13]3[CH2:16][C:15]4([CH2:17][CH2:18][N:19]([C:41]([N:36]5[CH2:35][C:34]6[C:38](=[CH:39][CH:40]=[C:32]([Cl:31])[CH:33]=6)[CH2:37]5)=[O:42])[CH2:20][CH2:21]4)[CH2:14]3)=[O:12])=[CH:10][C:5]=2[N:4]=[N:3]1. The catalyst is ClCCl. (8) The reactants are [CH:1]1[C:10]2[C:5](=[CH:6][CH:7]=[CH:8][CH:9]=2)[CH:4]=[C:3]([NH2:11])[N:2]=1.[Cl:12]N1C(=O)CCC1=O. The catalyst is CO. The product is [Cl:12][C:4]1[C:5]2[C:10](=[CH:9][CH:8]=[CH:7][CH:6]=2)[CH:1]=[N:2][C:3]=1[NH2:11]. The yield is 0.840. (9) The reactants are [H-].[Na+].[C:3](=[O:17])([S:5][CH2:6][CH2:7][CH2:8][NH:9][C:10]([O:12][C:13]([CH3:16])([CH3:15])[CH3:14])=[O:11])[CH3:4].[CH3:18]I. The catalyst is C1COCC1. The product is [C:3](=[O:17])([S:5][CH2:6][CH2:7][CH2:8][N:9]([C:10]([O:12][C:13]([CH3:16])([CH3:15])[CH3:14])=[O:11])[CH3:18])[CH3:4]. The yield is 0.850.